Task: Predict the product of the given reaction.. Dataset: Forward reaction prediction with 1.9M reactions from USPTO patents (1976-2016) (1) Given the reactants [NH2:1][C:2]1[CH:7]=[CH:6][C:5]([C:8]#[N:9])=[CH:4][C:3]=1[NH:10][C:11](=O)[C:12]1[CH:17]=[CH:16][C:15]([CH2:18][N:19]([CH2:23][CH2:24][CH3:25])[CH2:20][CH2:21][CH3:22])=[CH:14][CH:13]=1.[H-].[Na+].[CH3:29]I, predict the reaction product. The product is: [CH2:20]([N:19]([CH2:18][C:15]1[CH:16]=[CH:17][C:12]([C:11]2[N:10]([CH3:29])[C:3]3[CH:4]=[C:5]([C:8]#[N:9])[CH:6]=[CH:7][C:2]=3[N:1]=2)=[CH:13][CH:14]=1)[CH2:23][CH2:24][CH3:25])[CH2:21][CH3:22]. (2) Given the reactants [Cl:1][C:2]1[C:7]([O:8][C:9]2[CH:14]=[CH:13][N:12]=[C:11](Cl)[CH:10]=2)=[CH:6][CH:5]=[C:4]([CH3:16])[N:3]=1.[CH3:17][O:18][C:19]1[CH:20]=[C:21]([CH:23]=[C:24]([O:28][CH3:29])[C:25]=1[O:26][CH3:27])[NH2:22].CC1(C)C2C(=C(P(C3C=CC=CC=3)C3C=CC=CC=3)C=CC=2)OC2C(P(C3C=CC=CC=3)C3C=CC=CC=3)=CC=CC1=2.C([O-])([O-])=O.[Cs+].[Cs+], predict the reaction product. The product is: [Cl:1][C:2]1[C:7]([O:8][C:9]2[CH:14]=[CH:13][N:12]=[C:11]([NH:22][C:21]3[CH:23]=[C:24]([O:28][CH3:29])[C:25]([O:26][CH3:27])=[C:19]([O:18][CH3:17])[CH:20]=3)[CH:10]=2)=[CH:6][CH:5]=[C:4]([CH3:16])[N:3]=1. (3) Given the reactants C(=O)(OCC(F)(F)F)OCC(F)(F)F.FC(F)(F)C[NH:18][C:19](=[O:38])[O:20][CH2:21][C:22]1[CH:27]=[CH:26][CH:25]=[C:24]([CH2:28][O:29][C:30](=[O:37])[NH:31]CC(F)(F)F)[CH:23]=1, predict the reaction product. The product is: [C:30](=[O:37])([O:29][CH2:28][C:24]1[CH:25]=[CH:26][CH:27]=[C:22]([CH2:21][O:20][C:19](=[O:38])[NH2:18])[CH:23]=1)[NH2:31]. (4) The product is: [CH2:1]([C:8]1[CH:9]=[N:10][C:11]2[C:16]([C:17]=1[C:18]1[CH:25]=[C:22]([CH2:23][NH:30][C:31]3[CH:40]=[CH:39][CH:38]=[C:37]4[C:32]=3[CH:33]=[CH:34][CH:35]=[C:36]4[CH2:41][C:42]([OH:44])=[O:43])[CH:21]=[N:20][CH:19]=1)=[CH:15][CH:14]=[CH:13][C:12]=2[C:26]([F:29])([F:28])[F:27])[C:2]1[CH:7]=[CH:6][CH:5]=[CH:4][CH:3]=1. Given the reactants [CH2:1]([C:8]1[CH:9]=[N:10][C:11]2[C:16]([C:17]=1[C:18]1[CH:19]=[N:20][CH:21]=[C:22]([CH:25]=1)[CH:23]=O)=[CH:15][CH:14]=[CH:13][C:12]=2[C:26]([F:29])([F:28])[F:27])[C:2]1[CH:7]=[CH:6][CH:5]=[CH:4][CH:3]=1.[NH2:30][C:31]1[CH:40]=[CH:39][CH:38]=[C:37]2[C:32]=1[CH:33]=[CH:34][CH:35]=[C:36]2[CH2:41][C:42]([OH:44])=[O:43], predict the reaction product. (5) Given the reactants C([O:3][C:4](=[O:16])[CH2:5][CH2:6][CH2:7][N:8]([CH:10]1[CH2:15][CH2:14][CH2:13][CH2:12][CH2:11]1)[CH3:9])C.[OH-].[Na+], predict the reaction product. The product is: [CH:10]1([N:8]([CH3:9])[CH2:7][CH2:6][CH2:5][C:4]([OH:16])=[O:3])[CH2:15][CH2:14][CH2:13][CH2:12][CH2:11]1. (6) Given the reactants CCN(C(C)C)C(C)C.[CH:10]1([CH2:15][C:16](Cl)=[O:17])[CH2:14][CH2:13][CH2:12][CH2:11]1.Cl.[F:20][C:21]([F:46])([F:45])[C:22]1[CH:23]=[C:24]([S:32]([NH:35][C:36]2[S:37][C:38]3[CH2:39][NH2+:40][CH2:41][CH2:42][C:43]=3[N:44]=2)(=[O:34])=[O:33])[CH:25]=[C:26]([C:28]([F:31])([F:30])[F:29])[CH:27]=1.OS([O-])(=O)=O.[Na+], predict the reaction product. The product is: [CH:10]1([CH2:15][C:16]([N:40]2[CH2:41][CH2:42][C:43]3[N:44]=[C:36]([NH:35][S:32]([C:24]4[CH:23]=[C:22]([C:21]([F:20])([F:45])[F:46])[CH:27]=[C:26]([C:28]([F:31])([F:30])[F:29])[CH:25]=4)(=[O:34])=[O:33])[S:37][C:38]=3[CH2:39]2)=[O:17])[CH2:14][CH2:13][CH2:12][CH2:11]1.